Dataset: Forward reaction prediction with 1.9M reactions from USPTO patents (1976-2016). Task: Predict the product of the given reaction. (1) Given the reactants Cl.[NH:2]1[C:7]2[N:8]=[CH:9][CH:10]=[CH:11][C:6]=2[C:5]2([CH2:16][CH2:15][NH:14][CH2:13][CH2:12]2)[O:4][C:3]1=[O:17].Cl[C:19]1[N:24]=[C:23]([CH3:25])[N:22]=[C:21]([C:26]([C:28]2[CH:38]=[C:37]([CH3:39])[C:31]3[N:32]([CH3:36])[C:33](=[O:35])[O:34][C:30]=3[CH:29]=2)=[O:27])[CH:20]=1.CCN(C(C)C)C(C)C, predict the reaction product. The product is: [CH3:36][N:32]1[C:31]2[C:37]([CH3:39])=[CH:38][C:28]([C:26]([C:21]3[N:22]=[C:23]([CH3:25])[N:24]=[C:19]([N:14]4[CH2:13][CH2:12][C:5]5([O:4][C:3](=[O:17])[NH:2][C:7]6[N:8]=[CH:9][CH:10]=[CH:11][C:6]5=6)[CH2:16][CH2:15]4)[CH:20]=3)=[O:27])=[CH:29][C:30]=2[O:34][C:33]1=[O:35]. (2) Given the reactants Br.[NH2:2][C:3]1[CH:4]=[CH:5][C:6](/[C:11](/[C:19]2[CH:24]=[CH:23][C:22]([C:25]([CH3:28])([CH3:27])[CH3:26])=[CH:21][CH:20]=2)=[CH:12]/[C@@H:13]2[NH:17][C:16](=[O:18])[CH2:15][CH2:14]2)=[N:7][C:8]=1[O:9]C.O, predict the reaction product. The product is: [NH2:2][C:3]1[C:8](=[O:9])[NH:7][C:6](/[C:11](/[C:19]2[CH:20]=[CH:21][C:22]([C:25]([CH3:27])([CH3:26])[CH3:28])=[CH:23][CH:24]=2)=[CH:12]/[C@H:13]2[CH2:14][CH2:15][C:16](=[O:18])[NH:17]2)=[CH:5][CH:4]=1. (3) Given the reactants [OH-].[Na+].[Cl:3][C:4]1[CH:9]=[CH:8][CH:7]=[CH:6][C:5]=1[CH2:10][C:11]([NH:13][NH2:14])=O.[F:15][C:16]1[CH:21]=[CH:20][C:19]([N:22]=[C:23]=[S:24])=[CH:18][CH:17]=1, predict the reaction product. The product is: [Cl:3][C:4]1[CH:9]=[CH:8][CH:7]=[CH:6][C:5]=1[CH2:10][C:11]1[N:22]([C:19]2[CH:20]=[CH:21][C:16]([F:15])=[CH:17][CH:18]=2)[C:23](=[S:24])[NH:14][N:13]=1. (4) Given the reactants [Cl:1][CH2:2][C:3]([C:15]1[CH:20]=[CH:19][C:18]([F:21])=[CH:17][C:16]=1[F:22])([OH:14])[CH:4]([O:6][Si](C(C)(C)C)(C)C)[CH3:5].CCCC[N+](CCCC)(CCCC)CCCC.[F-].O.C(OCC)(=O)C, predict the reaction product. The product is: [Cl:1][CH2:2][C@@:3]([C:15]1[CH:20]=[CH:19][C:18]([F:21])=[CH:17][C:16]=1[F:22])([OH:14])[C@H:4]([OH:6])[CH3:5]. (5) Given the reactants C([O:5][C:6](=[O:36])[C:7]([S:10][C:11]1[S:12][CH:13]=[C:14]([CH2:16][CH2:17][NH:18][C:19]([O:21][CH2:22][CH:23]2[C:35]3[CH:34]=[CH:33][CH:32]=[CH:31][C:30]=3[C:29]3[C:24]2=[CH:25][CH:26]=[CH:27][CH:28]=3)=[O:20])[N:15]=1)([CH3:9])[CH3:8])(C)(C)C.FC(F)(F)C(O)=O.O, predict the reaction product. The product is: [CH:34]1[C:35]2[CH:23]([CH2:22][O:21][C:19]([NH:18][CH2:17][CH2:16][C:14]3[N:15]=[C:11]([S:10][C:7]([CH3:9])([CH3:8])[C:6]([OH:36])=[O:5])[S:12][CH:13]=3)=[O:20])[C:24]3[C:29](=[CH:28][CH:27]=[CH:26][CH:25]=3)[C:30]=2[CH:31]=[CH:32][CH:33]=1.